This data is from Forward reaction prediction with 1.9M reactions from USPTO patents (1976-2016). The task is: Predict the product of the given reaction. (1) Given the reactants Cl[C:2]1[N:7]=[C:6](Cl)[CH:5]=[C:4]([Cl:9])[N:3]=1.[CH3:10][O-:11].[Na+].[CH3:13][OH:14], predict the reaction product. The product is: [Cl:9][C:4]1[CH:5]=[C:6]([O:11][CH3:10])[N:7]=[C:2]([O:14][CH3:13])[N:3]=1. (2) Given the reactants [CH3:1][P:2](=[O:7])([O:5][CH3:6])[O:3][CH3:4].C([Li])CCC.CCCCCC.[CH3:19][CH:20]([CH2:25][CH2:26][CH2:27][CH3:28])[C:21](OC)=[O:22].[Cl-].[NH4+], predict the reaction product. The product is: [CH3:19][CH:20]([CH2:25][CH2:26][CH2:27][CH3:28])[C:21](=[O:22])[CH2:1][P:2](=[O:7])([O:5][CH3:6])[O:3][CH3:4]. (3) Given the reactants C(O[C:6]([N:8]1[C:16]2[C:11](=[CH:12][C:13]([O:17][CH2:18][C:19]3[CH:24]=[CH:23][C:22]([CH2:25][CH:26]([CH3:28])[CH3:27])=[C:21]([C:29]([F:32])([F:31])[F:30])[CH:20]=3)=[CH:14][CH:15]=2)[CH2:10][CH2:9]1)=[O:7])(C)(C)C.C[CH2:34][N:35]([CH:39]([CH3:41])C)[CH:36](C)C.C1C=CC2N(O)N=N[C:46]=2[CH:47]=1.CCN=C=NCCCN(C)C.Cl.[C:64](=O)([OH:66])[O-:65].[Na+], predict the reaction product. The product is: [CH2:47]([O:66][C:64](=[O:65])[CH2:41][CH2:39][N:35]([CH2:34][C:6]([N:8]1[C:16]2[C:11](=[CH:12][C:13]([O:17][CH2:18][C:19]3[CH:24]=[CH:23][C:22]([CH2:25][CH:26]([CH3:27])[CH3:28])=[C:21]([C:29]([F:31])([F:30])[F:32])[CH:20]=3)=[CH:14][CH:15]=2)[CH2:10][CH2:9]1)=[O:7])[CH3:36])[CH3:46].